Dataset: Catalyst prediction with 721,799 reactions and 888 catalyst types from USPTO. Task: Predict which catalyst facilitates the given reaction. (1) Reactant: C(N(CC)CC)C.FC(F)(F)C(O)=O.[NH2:15][CH2:16][CH2:17][CH2:18][CH2:19][N:20]1[C:28](=[O:29])[C:27]2[C:22](=[CH:23][CH:24]=[CH:25][C:26]=2[NH:30][C:31]([C:33]2[S:34][C:35]([Cl:38])=[CH:36][CH:37]=2)=[O:32])[C:21]1=[O:39].Cl.[C:41](Cl)(=[O:48])[C:42]1[CH:47]=[CH:46][N:45]=[CH:44][CH:43]=1. Product: [Cl:38][C:35]1[S:34][C:33]([C:31]([NH:30][C:26]2[CH:25]=[CH:24][CH:23]=[C:22]3[C:27]=2[C:28](=[O:29])[N:20]([CH2:19][CH2:18][CH2:17][CH2:16][NH:15][C:41](=[O:48])[C:42]2[CH:47]=[CH:46][N:45]=[CH:44][CH:43]=2)[C:21]3=[O:39])=[O:32])=[CH:37][CH:36]=1. The catalyst class is: 266. (2) Reactant: C(N(CC)CC)C.[CH3:8][O:9][CH2:10][CH2:11][NH2:12].O1CCCC1.[Br:18][C:19]1[C:20](Cl)=[N:21][CH:22]=[C:23]([N+:25]([O-:27])=[O:26])[CH:24]=1. Product: [Br:18][C:19]1[C:20]([NH:12][CH2:11][CH2:10][O:9][CH3:8])=[N:21][CH:22]=[C:23]([N+:25]([O-:27])=[O:26])[CH:24]=1. The catalyst class is: 6.